From a dataset of Forward reaction prediction with 1.9M reactions from USPTO patents (1976-2016). Predict the product of the given reaction. (1) The product is: [Cl:1][C:2]1[CH:3]=[CH:4][C:5]([S:11]([NH:14][CH:15]([CH3:17])[CH3:16])(=[O:13])=[O:12])=[C:6]([C:7]([N:56]2[CH2:55][CH2:54][C:53]([CH2:52][CH2:51][N:50]3[CH:45]4[CH2:46][CH2:47][CH:48]3[CH2:49][CH:43]([N:42]3[C:41]5[CH:65]=[CH:66][CH:67]=[CH:68][C:40]=5[N:39]=[C:38]3[CH3:37])[CH2:44]4)([C:59]3[CH:60]=[CH:61][CH:62]=[CH:63][CH:64]=3)[CH2:58][CH2:57]2)=[O:9])[CH:10]=1. Given the reactants [Cl:1][C:2]1[CH:3]=[CH:4][C:5]([S:11]([NH:14][CH:15]([CH3:17])[CH3:16])(=[O:13])=[O:12])=[C:6]([CH:10]=1)[C:7]([OH:9])=O.ClC1C=C(C=CC=1S(NC(C)C)(=O)=O)C(O)=O.Cl.Cl.[CH3:37][C:38]1[N:42]([CH:43]2[CH2:49][CH:48]3[N:50]([CH2:51][CH2:52][C:53]4([C:59]5[CH:64]=[CH:63][CH:62]=[CH:61][CH:60]=5)[CH2:58][CH2:57][NH:56][CH2:55][CH2:54]4)[CH:45]([CH2:46][CH2:47]3)[CH2:44]2)[C:41]2[CH:65]=[CH:66][CH:67]=[CH:68][C:40]=2[N:39]=1.CC1N(C2CC3N(CCC4(C5C=CC=CC=5)CCN(C(C5C=CC=CC=5S(NC(=O)OC(C)(C)C)(=O)=O)=O)CC4)C(CC3)C2)C2C=CC=CC=2N=1, predict the reaction product. (2) Given the reactants C(Cl)CCl.[NH:5]([C:7]1[C:8]2[N:9]([CH:17]=[CH:18][CH:19]=2)[C:10]2[C:15]([N:16]=1)=[CH:14][CH:13]=[CH:12][CH:11]=2)[NH2:6].[C:20]([CH:27]([CH:31]([NH2:39])[C:32]1[CH:37]=[CH:36][CH:35]=[CH:34][C:33]=1[Cl:38])C(O)=O)(OC(C)(C)C)=[O:21].C(=O)(O)[O-].[Na+].C(O)(C(F)(F)F)=O.C1(OC)C=CC=CC=1, predict the reaction product. The product is: [NH2:39][CH:31]([C:32]1[CH:37]=[CH:36][CH:35]=[CH:34][C:33]=1[Cl:38])[CH2:27][C:20]([NH:6][NH:5][C:7]1[C:8]2[N:9]([CH:17]=[CH:18][CH:19]=2)[C:10]2[C:15]([N:16]=1)=[CH:14][CH:13]=[CH:12][CH:11]=2)=[O:21]. (3) Given the reactants [NH2:1][CH2:2][CH2:3][S:4]([OH:7])(=O)=[O:5].C([O-])(=O)C.[K+].[C:13]1(=O)[O:18][C:16](=[O:17])[C:15]2=[CH:19][CH:20]=[CH:21][CH:22]=[C:14]12.P(Cl)(Cl)(Cl)(Cl)[Cl:25], predict the reaction product. The product is: [O:17]=[C:16]1[C:15]2[C:14](=[CH:22][CH:21]=[CH:20][CH:19]=2)[C:13](=[O:18])[N:1]1[CH2:2][CH2:3][S:4]([Cl:25])(=[O:7])=[O:5]. (4) The product is: [Cl:1][C:2]1[C:19]([F:20])=[CH:18][CH:17]=[C:16]([F:21])[C:3]=1[CH2:4][N:5]1[CH2:10][CH2:9][NH:8][C:7]2[N:11]=[CH:12][C:13]([C:31]3[CH:32]=[N:33][C:34]([N:37]4[CH2:38][CH2:39][O:40][CH2:41][CH2:42]4)=[CH:35][CH:36]=3)=[CH:14][C:6]1=2. Given the reactants [Cl:1][C:2]1[C:19]([F:20])=[CH:18][CH:17]=[C:16]([F:21])[C:3]=1[CH2:4][N:5]1[CH2:10][CH2:9][NH:8][C:7]2[N:11]=[CH:12][C:13](I)=[CH:14][C:6]1=2.B1([C:31]2[CH:36]=[CH:35][C:34]([N:37]3[CH2:42][CH2:41][O:40][CH2:39][CH2:38]3)=[N:33][CH:32]=2)OC(C)(C)C(C)(C)O1, predict the reaction product. (5) Given the reactants Cl[CH2:2][CH2:3][CH2:4][S:5]([N:8]1[CH2:13][CH2:12][CH:11]([NH:14][C:15]2[N:20]=[C:19]([C:21]3[N:22]([CH:27]([CH3:29])[CH3:28])[C:23]([CH3:26])=[N:24][CH:25]=3)[CH:18]=[CH:17][N:16]=2)[CH2:10][CH2:9]1)(=[O:7])=[O:6].[I-].[Na+].[NH2:32][CH:33]([CH2:36][CH3:37])[CH2:34][OH:35], predict the reaction product. The product is: [CH3:26][C:23]1[N:22]([CH:27]([CH3:29])[CH3:28])[C:21]([C:19]2[CH:18]=[CH:17][N:16]=[C:15]([NH:14][CH:11]3[CH2:12][CH2:13][N:8]([S:5]([CH2:4][CH2:3][CH2:2][NH:32][CH:33]([CH2:36][CH3:37])[CH2:34][OH:35])(=[O:7])=[O:6])[CH2:9][CH2:10]3)[N:20]=2)=[CH:25][N:24]=1. (6) Given the reactants [H-].[Al+3].[Li+].[H-].[H-].[H-].C[O:8][C:9]([C:11]1[CH:20]=[C:19]([O:21][CH2:22][C:23]2[CH:28]=[CH:27][CH:26]=[CH:25][CH:24]=2)[C:18]2[C:13](=[CH:14][CH:15]=[C:16]([F:29])[CH:17]=2)[CH:12]=1)=O.Cl, predict the reaction product. The product is: [CH2:22]([O:21][C:19]1[C:18]2[C:13](=[CH:14][CH:15]=[C:16]([F:29])[CH:17]=2)[CH:12]=[C:11]([CH2:9][OH:8])[CH:20]=1)[C:23]1[CH:24]=[CH:25][CH:26]=[CH:27][CH:28]=1. (7) Given the reactants O[C@H](C(C)(C)C)[C@@H](N([C:12]1[CH:17]=[CH:16][C:15]([C:18]2[CH:23]=[CH:22][CH:21]=[CH:20][CH:19]=2)=[CH:14][CH:13]=1)C(OC)=O)C(O)=O.O[C@@H:29]([C:51]([CH3:54])([CH3:53])[CH3:52])[C@@H:30]([N:34]([C:39]1C=CC(C2C=CC=CC=2)=CC=1)[C:35]([O:37]C)=[O:36])[C:31]([OH:33])=[O:32].CCN(CC)CC.CN(C(ON1N=NC2C=CC=CC1=2)=[N+](C)C)C.[B-](F)(F)(F)F, predict the reaction product. The product is: [C:18]1([C:15]2[CH:14]=[CH:13][C:12]([O:37][C:35](=[O:36])[N:34]([CH3:39])[C@H:30]3[C:31](=[O:33])[O:32][C@@H:29]3[C:51]([CH3:54])([CH3:53])[CH3:52])=[CH:17][CH:16]=2)[CH:19]=[CH:20][CH:21]=[CH:22][CH:23]=1. (8) Given the reactants [OH:1][NH:2][C:3](=[O:9])[O:4][C:5]([CH3:8])([CH3:7])[CH3:6].[S:10](Cl)([C:13]1[CH:19]=[CH:18][C:16]([CH3:17])=[CH:15][CH:14]=1)(=[O:12])=[O:11], predict the reaction product. The product is: [S:10]([O:1][NH:2][C:3](=[O:9])[O:4][C:5]([CH3:8])([CH3:7])[CH3:6])([C:13]1[CH:19]=[CH:18][C:16]([CH3:17])=[CH:15][CH:14]=1)(=[O:12])=[O:11].